From a dataset of Peptide-MHC class I binding affinity with 185,985 pairs from IEDB/IMGT. Regression. Given a peptide amino acid sequence and an MHC pseudo amino acid sequence, predict their binding affinity value. This is MHC class I binding data. (1) The peptide sequence is ALAGNHWHV. The MHC is HLA-B40:01 with pseudo-sequence HLA-B40:01. The binding affinity (normalized) is 0.0847. (2) The peptide sequence is ELQENITAH. The MHC is HLA-B18:01 with pseudo-sequence HLA-B18:01. The binding affinity (normalized) is 0.0847.